Task: Predict the reaction yield, written as a fraction of the theoretical maximum amount of product (1.0 means a 100% yield; for example, 0.34 means a 34% yield).. Dataset: Reaction yield outcomes from USPTO patents with 853,638 reactions (1) The reactants are [Cl:1][C:2]1[CH:26]=[CH:25][C:5]([CH2:6][C:7]2[C:11]([C:12]#[N:13])=[C:10]([C:14]3[CH2:15][CH2:16][O:17][CH2:18][CH:19]=3)[S:9][C:8]=2[C:20]([O:22]CC)=[O:21])=[CH:4][CH:3]=1.O1CCCC1.[OH-].[Na+].CO. No catalyst specified. The product is [Cl:1][C:2]1[CH:26]=[CH:25][C:5]([CH2:6][C:7]2[C:11]([C:12]#[N:13])=[C:10]([C:14]3[CH2:15][CH2:16][O:17][CH2:18][CH:19]=3)[S:9][C:8]=2[C:20]([OH:22])=[O:21])=[CH:4][CH:3]=1. The yield is 0.630. (2) The reactants are [Cl:1][C:2]1[CH:3]=[C:4]2[C:8](=[C:9]([C:11]([O:13][CH3:14])=[O:12])[CH:10]=1)[N:7]([CH2:15][CH:16](OC)[O:17]C)[CH:6]=[C:5]2[CH3:21].Cl. The catalyst is C1COCC1. The product is [Cl:1][C:2]1[CH:3]=[C:4]2[C:8](=[C:9]([C:11]([O:13][CH3:14])=[O:12])[CH:10]=1)[N:7]([CH2:15][CH:16]=[O:17])[CH:6]=[C:5]2[CH3:21]. The yield is 0.890. (3) The reactants are Br[C:2]1[CH:3]=[CH:4][C:5](O)=[C:6]([C:8]2[CH:17]=[CH:16][C:15]3[C:10](=[CH:11][CH:12]=[C:13]([C:18]4[N:22]([CH:23]5[CH2:28][CH2:27][CH2:26][CH2:25][CH2:24]5)[C:21]5[CH:29]=[CH:30][C:31]([C:33]([OH:35])=[O:34])=[CH:32][C:20]=5[N:19]=4)[CH:14]=3)[N:9]=2)[CH:7]=1.[Cl:37][C:38]1[CH:39]=[C:40]2[C:48](=[CH:49][CH:50]=1)[N:47](C)[C:46]1C=CC(C(=O)C)=CC2=1.[OH-].[K+]. The catalyst is C(O)C. The product is [Cl:37][C:38]1[CH:50]=[C:49]2[C:48](=[CH:40][CH:39]=1)[N:47]([CH3:46])[C:3]1[CH:4]=[CH:5][C:6]([C:8]3[CH:17]=[CH:16][C:15]4[C:10](=[CH:11][CH:12]=[C:13]([C:18]5[N:22]([CH:23]6[CH2:24][CH2:25][CH2:26][CH2:27][CH2:28]6)[C:21]6[CH:29]=[CH:30][C:31]([C:33]([OH:35])=[O:34])=[CH:32][C:20]=6[N:19]=5)[CH:14]=4)[N:9]=3)=[CH:7][C:2]2=1. The yield is 0.120. (4) The reactants are [C:1]1([CH3:16])[CH:6]=[CH:5][CH:4]=[C:3]([C:7]2[O:8][C:9]3[CH2:10][NH:11][CH2:12][CH2:13][C:14]=3[N:15]=2)[CH:2]=1.Cl[C:18]1[N:25]=[CH:24][CH:23]=[CH:22][C:19]=1[C:20]#[N:21].CCN(C(C)C)C(C)C.O. The catalyst is CN(C=O)C. The product is [C:1]1([CH3:16])[CH:6]=[CH:5][CH:4]=[C:3]([C:7]2[O:8][C:9]3[CH2:10][N:11]([C:18]4[N:25]=[CH:24][CH:23]=[CH:22][C:19]=4[C:20]#[N:21])[CH2:12][CH2:13][C:14]=3[N:15]=2)[CH:2]=1. The yield is 0.280. (5) The reactants are [Cl:1][C:2]1[C:10]2[O:9][CH2:8][O:7][C:6]=2[CH:5]=[C:4]([CH2:11]Cl)[CH:3]=1.[C-:13]#[N:14].[Na+].O. The catalyst is CS(C)=O. The product is [Cl:1][C:2]1[C:10]2[O:9][CH2:8][O:7][C:6]=2[CH:5]=[C:4]([CH2:11][C:13]#[N:14])[CH:3]=1. The yield is 0.580. (6) The reactants are C(O[C:6](=[O:20])[NH:7][C:8]1[C:9]([C:13]2[CH:18]=[CH:17][CH:16]=[CH:15][C:14]=2[CH3:19])=[N:10][O:11][CH:12]=1)(C)(C)C.Cl.C(N(C(C)C)CC)(C)C.[Cl:31][C:32]1[CH:37]=[CH:36][N:35]2[N:38]=[CH:39][C:40](C(Cl)=O)=[C:34]2[N:33]=1. The catalyst is O1CCOCC1.ClCCl. The product is [C:14]1([CH3:19])[CH:15]=[CH:16][CH:17]=[CH:18][C:13]=1[C:9]1[C:8]([NH:7][C:6]([C:40]2[CH:39]=[N:38][N:35]3[CH:36]=[CH:37][C:32]([Cl:31])=[N:33][C:34]=23)=[O:20])=[CH:12][O:11][N:10]=1. The yield is 0.700. (7) The reactants are Br[C:2]1[CH:7]=[CH:6][C:5]([O:8][C:9]([F:12])([F:11])[F:10])=[CH:4][CH:3]=1.[B:13](OC(C)C)([O:18]C(C)C)[O:14]C(C)C.C([Li])CCC.Cl.[Cl-].[Na+]. The catalyst is C1COCC1.CCCCCCC. The product is [F:10][C:9]([F:12])([F:11])[O:8][C:5]1[CH:6]=[CH:7][C:2]([B:13]([OH:18])[OH:14])=[CH:3][CH:4]=1. The yield is 0.904. (8) The reactants are [NH:1]1[CH2:5][CH2:4][C@H:3]([OH:6])[CH2:2]1.[C:7]([O:11][C:12]([N:14]1[CH2:17][C:16](=O)[CH2:15]1)=[O:13])([CH3:10])([CH3:9])[CH3:8].C(O[BH-](OC(=O)C)OC(=O)C)(=O)C.[Na+]. The catalyst is ClCCCl. The product is [C:7]([O:11][C:12]([N:14]1[CH2:17][CH:16]([N:1]2[CH2:5][CH2:4][C@H:3]([OH:6])[CH2:2]2)[CH2:15]1)=[O:13])([CH3:10])([CH3:8])[CH3:9]. The yield is 0.540. (9) The reactants are Cl.[Cl:2][C:3]1[CH:8]=[CH:7][N:6]=[C:5]([C:9]2[CH:14]=[CH:13][CH:12]=[C:11]([Cl:15])[CH:10]=2)[CH:4]=1.[NH2:16][C:17]1[CH:22]=[CH:21][C:20]([CH2:23][C:24]([NH2:26])=[O:25])=[CH:19][CH:18]=1. No catalyst specified. The product is [ClH:2].[Cl:15][C:11]1[CH:10]=[C:9]([C:5]2[CH:4]=[C:3]([NH:16][C:17]3[CH:18]=[CH:19][C:20]([CH2:23][C:24]([NH2:26])=[O:25])=[CH:21][CH:22]=3)[CH:8]=[CH:7][N:6]=2)[CH:14]=[CH:13][CH:12]=1. The yield is 0.400. (10) The reactants are C(OC([N:8]1[CH2:11][CH:10]([C:12]2[CH:44]=[CH:43][C:15]3[C:16]4[N:17]=[C:18]([C:24]5[N:25]([CH:40]([CH3:42])[CH3:41])[N:26]=[C:27]([NH:29][C:30]([O:32][CH2:33][C:34]6[CH:39]=[CH:38][CH:37]=[CH:36][CH:35]=6)=[O:31])[N:28]=5)[S:19][C:20]=4[CH2:21][CH2:22][O:23][C:14]=3[CH:13]=2)[CH2:9]1)=O)(C)(C)C.[ClH:45].CO. The catalyst is C(Cl)Cl.O1CCOCC1. The product is [ClH:45].[CH2:33]([O:32][C:30](=[O:31])[NH:29][C:27]1[N:28]=[C:24]([C:18]2[S:19][C:20]3[CH2:21][CH2:22][O:23][C:14]4[CH:13]=[C:12]([CH:10]5[CH2:9][NH:8][CH2:11]5)[CH:44]=[CH:43][C:15]=4[C:16]=3[N:17]=2)[N:25]([CH:40]([CH3:41])[CH3:42])[N:26]=1)[C:34]1[CH:35]=[CH:36][CH:37]=[CH:38][CH:39]=1. The yield is 0.840.